From a dataset of Full USPTO retrosynthesis dataset with 1.9M reactions from patents (1976-2016). Predict the reactants needed to synthesize the given product. (1) Given the product [CH3:1][O:2][C:3]([C:5]1[CH:13]=[C:12]2[C:8]([C:9]([C:16]([OH:18])=[O:17])=[CH:10][N:11]2[CH2:14][CH3:15])=[CH:7][CH:6]=1)=[O:4], predict the reactants needed to synthesize it. The reactants are: [CH3:1][O:2][C:3]([C:5]1[CH:13]=[C:12]2[C:8]([C:9]([CH:16]=[O:17])=[CH:10][N:11]2[CH2:14][CH3:15])=[CH:7][CH:6]=1)=[O:4].[O-:18][Mn](=O)(=O)=O.[K+]. (2) Given the product [CH3:12][O:10][C:9]([C:4]1[CH:5]=[CH:6][C:7](=[O:8])[N:2]([CH3:1])[CH:3]=1)=[O:11], predict the reactants needed to synthesize it. The reactants are: [CH3:1][N:2]1[C:7](=[O:8])[CH:6]=[CH:5][C:4]([C:9]([OH:11])=[O:10])=[CH:3]1.[C:12](Cl)(=O)C(Cl)=O. (3) Given the product [Cl:47][C:48]1[CH:52]=[CH:51][S:50][C:49]=1[C:53]([NH:42][C@H:41]([C:43]([OH:45])=[O:44])[CH2:40][C:37]1[CH:38]=[N:39][C:34]([CH2:33][CH2:32][CH2:31][C:22]2[CH:23]=[CH:24][C:25]3[CH2:26][CH2:27][CH2:28][NH:29][C:30]=3[N:21]=2)=[CH:35][CH:36]=1)=[O:54], predict the reactants needed to synthesize it. The reactants are: OC1C=CC=C[N+]=1[O-].Cl.CN(C)CCCN=C=NCC.[N:21]1[C:30]2[NH:29][CH2:28][CH2:27][CH2:26][C:25]=2[CH:24]=[CH:23][C:22]=1[CH2:31][CH2:32][CH2:33][C:34]1[N:39]=[CH:38][C:37]([CH2:40][C@@H:41]([C:43]([O:45]C)=[O:44])[NH2:42])=[CH:36][CH:35]=1.[Cl:47][C:48]1[CH:52]=[CH:51][S:50][C:49]=1[C:53](O)=[O:54].[OH-].[Na+].